From a dataset of Forward reaction prediction with 1.9M reactions from USPTO patents (1976-2016). Predict the product of the given reaction. (1) The product is: [CH3:1][C@@H:2]1[CH2:6][CH2:5][CH2:4][N:3]1[CH2:7][C@@H:8]1[CH2:12][CH2:11][CH2:10][N:9]1[C:13]([C:15]1[CH:20]=[CH:19][C:18]([C:31]2[S:35][C:34]([C:36]([N:38]3[CH2:42][CH2:41][CH2:40][CH2:39]3)=[O:37])=[CH:33][CH:32]=2)=[CH:17][CH:16]=1)=[O:14]. Given the reactants [CH3:1][C@@H:2]1[CH2:6][CH2:5][CH2:4][N:3]1[CH2:7][C@@H:8]1[CH2:12][CH2:11][CH2:10][N:9]1[C:13]([C:15]1[CH:20]=[CH:19][C:18](B2OC(C)(C)C(C)(C)O2)=[CH:17][CH:16]=1)=[O:14].Br[C:31]1[S:35][C:34]([C:36]([N:38]2[CH2:42][CH2:41][CH2:40][CH2:39]2)=[O:37])=[CH:33][CH:32]=1, predict the reaction product. (2) The product is: [NH2:7][C:11]1[CH:12]=[C:13]([C:2]2[CH:3]=[CH:4][C:5]3[C:9]([CH:10]=2)=[N:8][N:7]([C:11]2[CH:16]=[CH:15][C:14]([F:17])=[CH:13][CH:12]=2)[C:6]=3[C:18]([NH:20][CH3:21])=[O:19])[CH:14]=[CH:15][CH:16]=1. Given the reactants Br[C:2]1[CH:3]=[CH:4][C:5]2[C:9]([CH:10]=1)=[N:8][N:7]([C:11]1[CH:16]=[CH:15][C:14]([F:17])=[CH:13][CH:12]=1)[C:6]=2[C:18]([NH:20][CH3:21])=[O:19].B(O)O.C(=O)([O-])[O-].[Cs+].[Cs+], predict the reaction product. (3) Given the reactants Br[C:2]1[C:10]2[C:9](Cl)=[N:8][CH:7]=[N:6][C:5]=2[S:4][C:3]=1[C:12]1[CH:17]=[CH:16][C:15]([O:18]COC)=[CH:14][CH:13]=1.[OH:22][CH:23]([CH2:29][C:30]1[CH:35]=[CH:34][CH:33]=[CH:32][C:31]=1[O:36][CH2:37][C:38]1[N:39]([CH2:43][C:44]([F:47])([F:46])[F:45])[N:40]=[CH:41][CH:42]=1)[C:24]([O:26][CH2:27][CH3:28])=[O:25].C([O-])([O-])=O.[Cs+].[Cs+].[Cl:54][C:55]1[C:70]([CH3:71])=[C:69](B2OC(C)(C)C(C)(C)O2)[CH:68]=[CH:67][C:56]=1[O:57][CH2:58][CH2:59][N:60]1[CH2:65][CH2:64][N:63]([CH3:66])[CH2:62][CH2:61]1, predict the reaction product. The product is: [Cl:54][C:55]1[C:70]([CH3:71])=[C:69]([C:2]2[C:10]3[C:9]([O:22][C@H:23]([CH2:29][C:30]4[CH:35]=[CH:34][CH:33]=[CH:32][C:31]=4[O:36][CH2:37][C:38]4[N:39]([CH2:43][C:44]([F:46])([F:47])[F:45])[N:40]=[CH:41][CH:42]=4)[C:24]([O:26][CH2:27][CH3:28])=[O:25])=[N:8][CH:7]=[N:6][C:5]=3[S:4][C:3]=2[C:12]2[CH:13]=[CH:14][C:15]([OH:18])=[CH:16][CH:17]=2)[CH:68]=[CH:67][C:56]=1[O:57][CH2:58][CH2:59][N:60]1[CH2:65][CH2:64][N:63]([CH3:66])[CH2:62][CH2:61]1. (4) Given the reactants [Br:1][C:2]1[N:7]=[CH:6][C:5]2[C:8]([I:11])=[CH:9][NH:10][C:4]=2[CH:3]=1.[H-].[Na+].I[CH:15]([CH3:17])[CH3:16], predict the reaction product. The product is: [Br:1][C:2]1[N:7]=[CH:6][C:5]2[C:8]([I:11])=[CH:9][N:10]([CH:15]([CH3:17])[CH3:16])[C:4]=2[CH:3]=1. (5) Given the reactants [CH3:1][C:2]1[O:6][C:5]([C:7]2[N:12]=[C:11]([NH2:13])[CH:10]=[N:9][C:8]=2[C:14]2[CH:19]=[CH:18]C=[CH:16][CH:15]=2)=[CH:4][CH:3]=1.[CH:20]1([C:23](Cl)=[O:24])[CH2:22][CH2:21]1.[N:26]1C=CC=CC=1, predict the reaction product. The product is: [CH3:1][C:2]1[O:6][C:5]([C:7]2[N:12]=[C:11]([NH:13][C:23]([CH:20]3[CH2:22][CH2:21]3)=[O:24])[CH:10]=[N:9][C:8]=2[C:14]2[CH:15]=[CH:16][N:26]=[CH:18][CH:19]=2)=[CH:4][CH:3]=1. (6) The product is: [C:19]([O:18][CH2:16][CH2:15][CH2:14][CH2:38][CH2:37][CH2:36][O:39][C:4]1[CH:5]=[CH:6][C:34]([C:30]([O:13][C:14]2[CH:38]=[CH:37][C:36]([O:39][C:55](=[O:57])[C:54]3[CH:53]=[CH:52][C:51]([O:50][CH2:49][CH2:48][CH2:47][CH2:46][CH2:45][CH2:44][O:28][C:26](=[O:27])[CH:25]=[CH2:24])=[CH:59][CH:58]=3)=[CH:35][C:15]=2[C:16]([O:18][CH2:19][CH2:20][CH2:21][CH2:22][CH2:23][CH2:24][CH2:25][C:26]([O:28][CH2:29][C:30]2[O:31][CH:32]=[CH:33][CH:34]=2)=[O:27])=[O:17])=[O:31])=[CH:33][CH:32]=1)(=[O:60])[CH:20]=[CH2:21]. Given the reactants Cl.CN(C)[CH2:4][CH2:5][CH2:6]N=C=NCC.[OH:13][C:14]1[CH:38]=[CH:37][C:36]([OH:39])=[CH:35][C:15]=1[C:16]([O:18][CH2:19][CH2:20][CH2:21][CH2:22][CH2:23][CH2:24][CH2:25][C:26]([O:28][CH2:29][C:30]1[O:31][CH:32]=[CH:33][CH:34]=1)=[O:27])=[O:17].C([CH2:44][CH2:45][CH2:46][CH2:47][CH2:48][CH2:49][O:50][C:51]1[CH:59]=[CH:58][C:54]([C:55]([OH:57])=O)=[CH:53][CH:52]=1)(=O)C=C.[OH2:60], predict the reaction product. (7) The product is: [CH:1]([C:4]1[CH:5]=[CH:6][C:7]([O:22][CH3:23])=[C:8]([C:10]2[CH:15]=[CH:14][C:13]([C:16]([F:19])([F:18])[F:17])=[CH:12][C:11]=2[CH2:20][NH2:27])[CH:9]=1)([CH3:3])[CH3:2]. Given the reactants [CH:1]([C:4]1[CH:5]=[CH:6][C:7]([O:22][CH3:23])=[C:8]([C:10]2[C:11]([CH:20]=O)=[CH:12][C:13]([C:16]([F:19])([F:18])[F:17])=[CH:14][CH:15]=2)[CH:9]=1)([CH3:3])[CH3:2].Cl.NO.[N:27]1C=CC=CC=1.C(OCC)(=O)C, predict the reaction product.